This data is from Catalyst prediction with 721,799 reactions and 888 catalyst types from USPTO. The task is: Predict which catalyst facilitates the given reaction. (1) Reactant: [N:1]1[N:2]=[CH:3][N:4]([CH2:6][CH2:7][O:8][C:9]2[CH:14]=[CH:13][C:12]([NH2:15])=[CH:11][CH:10]=2)[CH:5]=1.[Cl:16][C:17]1[CH:22]=[C:21]([C:23]([F:26])([F:25])[F:24])[CH:20]=[CH:19][C:18]=1[C:27]#[C:28][C:29](O)=[O:30]. Product: [N:1]1[N:2]=[CH:3][N:4]([CH2:6][CH2:7][O:8][C:9]2[CH:14]=[CH:13][C:12]([NH:15][C:29](=[O:30])[C:28]#[C:27][C:18]3[CH:19]=[CH:20][C:21]([C:23]([F:25])([F:24])[F:26])=[CH:22][C:17]=3[Cl:16])=[CH:11][CH:10]=2)[CH:5]=1. The catalyst class is: 98. (2) Reactant: F[C:2]1[CH:9]=[CH:8][C:5]([CH:6]=[O:7])=[CH:4][CH:3]=1.[C:10]1([S:16]([O-:18])=[O:17])[CH:15]=[CH:14][CH:13]=[CH:12][CH:11]=1.[Na+]. Product: [C:10]1([S:16]([C:2]2[CH:9]=[CH:8][C:5]([CH:6]=[O:7])=[CH:4][CH:3]=2)(=[O:18])=[O:17])[CH:15]=[CH:14][CH:13]=[CH:12][CH:11]=1. The catalyst class is: 16. (3) Reactant: [BH4-].[Na+].[O:3]=[C:4]([CH2:10][CH2:11][C:12]1[CH:17]=[CH:16][CH:15]=[CH:14][CH:13]=1)[C:5]([O:7][CH2:8][CH3:9])=[O:6].O.Cl. Product: [OH:3][CH:4]([CH2:10][CH2:11][C:12]1[CH:13]=[CH:14][CH:15]=[CH:16][CH:17]=1)[C:5]([O:7][CH2:8][CH3:9])=[O:6]. The catalyst class is: 14. (4) The catalyst class is: 59. Reactant: [C:1]([C:3]1[CH:4]=[C:5]2[C:10](=[CH:11][C:12]=1[O:13][C:14]1[CH:22]=[CH:21][C:17]([C:18]([OH:20])=O)=[CH:16][CH:15]=1)[O:9][CH2:8][CH2:7][CH:6]2[C:23]([O:25][CH3:26])=[O:24])#[N:2].C(Cl)(=O)C(Cl)=O.[CH2:33]1[C:42]2[C:37](=[CH:38][CH:39]=[CH:40][CH:41]=2)[CH2:36][CH2:35][CH:34]1[NH2:43].CCN(C(C)C)C(C)C. Product: [CH2:33]1[C:42]2[C:37](=[CH:38][CH:39]=[CH:40][CH:41]=2)[CH2:36][CH2:35][CH:34]1[NH:43][C:18]([C:17]1[CH:16]=[CH:15][C:14]([O:13][C:12]2[CH:11]=[C:10]3[C:5]([CH:6]([C:23]([O:25][CH3:26])=[O:24])[CH2:7][CH2:8][O:9]3)=[CH:4][C:3]=2[C:1]#[N:2])=[CH:22][CH:21]=1)=[O:20]. (5) Reactant: [F:1][C:2]([F:17])([C:11]1[CH:16]=[CH:15][CH:14]=[CH:13][N:12]=1)[CH2:3][N:4]1[CH2:9][CH2:8][CH:7]([NH2:10])[CH2:6][CH2:5]1.Cl[C:19]1[C:20]2[CH:27]=[CH:26][NH:25][C:21]=2[N:22]=[CH:23][N:24]=1.CCN(C(C)C)C(C)C. Product: [F:17][C:2]([F:1])([C:11]1[CH:16]=[CH:15][CH:14]=[CH:13][N:12]=1)[CH2:3][N:4]1[CH2:5][CH2:6][CH:7]([NH:10][C:19]2[C:20]3[CH:27]=[CH:26][NH:25][C:21]=3[N:22]=[CH:23][N:24]=2)[CH2:8][CH2:9]1. The catalyst class is: 51. (6) Reactant: C(OC([NH:8][NH:9][C:10]([C:12]1[CH:21]=[CH:20][C:15]2[O:16][CH2:17][CH2:18][O:19][C:14]=2[C:13]=1[CH2:22][CH3:23])=[O:11])=O)(C)(C)C.FC(F)(F)C(O)=[O:27].[OH-].[Na+].O. Product: [NH2:8][NH2:9].[CH2:22]([C:13]1[C:14]2[O:19][CH2:18][CH2:17][O:16][C:15]=2[CH:20]=[CH:21][C:12]=1[C:10]([OH:11])=[O:27])[CH3:23]. The catalyst class is: 6. (7) The catalyst class is: 2. Reactant: C1(P(C2C=CC=CC=2)C2C=CC=CC=2)C=CC=CC=1.[Br:20]Br.[CH3:22][O:23][C:24]1[CH:29]=[CH:28][C:27]([CH2:30][CH2:31]O)=[C:26]([N+:33]([O-:35])=[O:34])[CH:25]=1.N1C=CC=CC=1. Product: [Br:20][CH2:31][CH2:30][C:27]1[CH:28]=[CH:29][C:24]([O:23][CH3:22])=[CH:25][C:26]=1[N+:33]([O-:35])=[O:34].